Dataset: Experimentally validated miRNA-target interactions with 360,000+ pairs, plus equal number of negative samples. Task: Binary Classification. Given a miRNA mature sequence and a target amino acid sequence, predict their likelihood of interaction. (1) The miRNA is hsa-miR-4433b-5p with sequence AUGUCCCACCCCCACUCCUGU. The protein sequence of the target gene is MKLQVFWTGLEYTCRLLGIATAAVLIGVGTETFLRGRFKSLAFYLLFTGVTISVCEGTYFVAQLLAICFKCQPGSLAHRAKERAHWLGCFQKFLAYMLLSVACFLHPVLVWHVTIPGSMLIITGLAYFLLSKRKKKKAAPEVAPPTEQYTDPSSSVVSTTGSGDTEQTYTFHEAFKEGPGSFFIHMKSILKGTKKPRVLQTQDTLMELALEPADSLAKKKQVHFEDNVVRIIPSLTEGLGDSDSEPEETSSDTTPIIPPSQTPHFLPSLMATDLF. Result: 0 (no interaction). (2) The protein sequence of the target gene is MAGRESPPPSAPSMAPISFGFTRTSVRRRLADLGDSERQAPEEKDFLATVEGRKLQSVNPPEAPKELVIPLIQNGSRRQPLSKNPKPSSETSTVLMSDGVLSQAVKELIEESKKSLEERENAGVDPTLTIPMIQKGCTPIEEGSDSEPQAETVPEEADYEAVPVEAYGLAMLRGMGWKPGKGIGNTFSQVVKPRVNSIRPKGLGLGANRMEAQDLASVGSHHPPRPDGDRENDKEGQPQGLMHGRAVVVLSGPYRGLYGKVEGLDPDNVRAMVRLAVGNRIVTVSEYCLRPVSQQEFDSH.... The miRNA is mmu-miR-1928 with sequence AGCUACAUUGCCAGCUC. Result: 0 (no interaction). (3) The miRNA is mmu-miR-1946b with sequence GCCGGGCAGUGGUGGCACAUGCUUUU. The protein sequence of the target gene is MFQTGGLIVFYGLLAQTMAQFGGLPVPLDQTLPLNVNPALPLSPTGLAGSLTNALSNGLLSGGLLGILENLPLLDILKPGGGTSGGLLGGLLGKVTSVIPGLNNIIDIKVTDPQLLELGLVQSPDGHRLYVTIPLGIKLQVNTPLVGASLLRLAVKLDITAEILAVRDKQERIHLVLGDCTHSPGSLQISLLDGLGPLPIQGLLDSLTGILNKVLPELVQGNVCPLVNEVLRGLDITLVHDIVNMLIHGLQFVIKV. Result: 0 (no interaction). (4) The miRNA is hsa-miR-4649-3p with sequence UCUGAGGCCUGCCUCUCCCCA. The protein sequence of the target gene is MESTLSASNMQDPSSSPLEKCLGSANGNGDLDSEEGSSLEETGFNWGEYLEETGASAAPHTSFKHVEISIQSNFQPGMKLEVANKNNPDTYWVATIITTCGQLLLLRYCGYGEDRRADFWCDVVIADLHPVGWCTQNNKVLMPPDAIKEKYTDWTEFLIRDLTGSRTAPANLLEGPLRGKGPIDLITVGSLIELQDSQNPFQYWIVSVIENVGGRLRLRYVGLEDTESYDQWLFYLDYRLRPVGWCQENKYRMDPPSEIYPLKMASEWKCTLEKSLIDAAKFPLPMEVFKDHADLRSHFF.... Result: 1 (interaction). (5) The miRNA is mmu-miR-216a-5p with sequence UAAUCUCAGCUGGCAACUGUGA. The protein sequence of the target gene is MTDTPETLSGTECNGDRPPENGQQPSSQTRQETTDADETQAYYKVEPSLEDLPAKENQEETGNTKGNILPKGPEDEKILNENPEENLFVVHQAIKDLSLQEISAEDMAFREGHPWKKIPPNSSNLEVSRQKERTAQQQLEQRGDASTTEIEWLGFQKSRPVDILHSKCDEEEEEEEEVWNEEINEEDVDECAEEEDEVRVIEFKRKHREGSPLKEESLAREDSPLGSPGSQPGTPDEQPVFGKKGDIARNSYSRYNTISYRKIRKGNTKQRIDEFESMMHL. Result: 0 (no interaction). (6) The miRNA is mmu-miR-344d-3p with sequence GAUAUAACCACUGCCAGACUGA. The protein sequence of the target gene is MDTAEDPAWLQLLQKDSSPPGPRPTAFFCPQDGSLGAGSSAMRDYCPSQQKASPAPPRHTPDQSPGMESRHRSPSGAGEGASCSDGPRGSLACPSPTCFSPQESPSKETLEAHGASISGTPEATTSGKPEPVSSVKTEPKSSDDRNPMFLEKMDFKSSKQADSTSIGKEDPGSSRKADPMFTGKAEPEILGKGDPVAPGRMDPMTVRKEDLGSLGKVDPLCSSKTYTVSPRKEDPGSLRKVDPVSSDKVDPVFPRKEEPRYSGKEHPVSSEKVAPTSAEKVDLVLSGKRDPGPSGKADPM.... Result: 0 (no interaction). (7) The miRNA is hsa-miR-320e with sequence AAAGCUGGGUUGAGAAGG. The protein sequence of the target gene is MSASVVSVISRFLEEYLSSTPQRLKLLDAYLLYILLTGALQFGYCLLVGTFPFNSFLSGFISCVGSFILAVCLRIQINPQNKADFQGISPERAFADFLFASTILHLVVMNFVG. Result: 1 (interaction).